From a dataset of Peptide-MHC class I binding affinity with 185,985 pairs from IEDB/IMGT. Regression. Given a peptide amino acid sequence and an MHC pseudo amino acid sequence, predict their binding affinity value. This is MHC class I binding data. (1) The peptide sequence is TLACFVLAAV. The MHC is HLA-A68:02 with pseudo-sequence HLA-A68:02. The binding affinity (normalized) is 0.964. (2) The peptide sequence is FLFDRLTNG. The binding affinity (normalized) is 0.936. The MHC is HLA-A02:01 with pseudo-sequence HLA-A02:01. (3) The binding affinity (normalized) is 0.0764. The peptide sequence is QLLRLMADK. The MHC is HLA-A68:01 with pseudo-sequence HLA-A68:01. (4) The peptide sequence is MPSACANGW. The MHC is HLA-B51:01 with pseudo-sequence HLA-B51:01. The binding affinity (normalized) is 0. (5) The peptide sequence is RALKAYFTAK. The MHC is HLA-A33:01 with pseudo-sequence HLA-A33:01. The binding affinity (normalized) is 0.105. (6) The peptide sequence is KRWIIMGLNK. The MHC is HLA-B15:03 with pseudo-sequence HLA-B15:03. The binding affinity (normalized) is 0. (7) The peptide sequence is SRDKTIIMW. The MHC is HLA-A01:01 with pseudo-sequence HLA-A01:01. The binding affinity (normalized) is 0.0847. (8) The peptide sequence is ILGGVLHTK. The MHC is HLA-A31:01 with pseudo-sequence HLA-A31:01. The binding affinity (normalized) is 0.332. (9) The peptide sequence is RPDTRHLRV. The MHC is HLA-A68:02 with pseudo-sequence HLA-A68:02. The binding affinity (normalized) is 0. (10) The peptide sequence is IYKTRHTGI. The MHC is HLA-A03:01 with pseudo-sequence HLA-A03:01. The binding affinity (normalized) is 0.